This data is from Catalyst prediction with 721,799 reactions and 888 catalyst types from USPTO. The task is: Predict which catalyst facilitates the given reaction. (1) Reactant: [CH2:1]([C:5]1[C:9]([CH2:10][CH2:11][CH2:12][OH:13])=[CH:8][N:7]([C:14]2[CH:19]=[CH:18][C:17]([C:20]([F:23])([F:22])[F:21])=[CH:16][N:15]=2)[N:6]=1)[CH2:2][CH2:3][CH3:4].O[C:25]1[CH:30]=[CH:29][CH:28]=[CH:27][C:26]=1[CH2:31][C:32]([O:34]C)=[O:33].C(P(CCCC)CCCC)CCC.N(C(N1CCCCC1)=O)=NC(N1CCCCC1)=O. Product: [CH2:1]([C:5]1[C:9]([CH2:10][CH2:11][CH2:12][O:13][C:25]2[CH:30]=[CH:29][CH:28]=[CH:27][C:26]=2[CH2:31][C:32]([OH:34])=[O:33])=[CH:8][N:7]([C:14]2[CH:19]=[CH:18][C:17]([C:20]([F:21])([F:22])[F:23])=[CH:16][N:15]=2)[N:6]=1)[CH2:2][CH2:3][CH3:4]. The catalyst class is: 7. (2) Reactant: [N+:1]([C:4]1[CH:12]=[C:11]([S:13]([F:18])([F:17])([F:16])([F:15])[F:14])[CH:10]=[C:9]([N+:19]([O-:21])=[O:20])[C:5]=1C(O)=O)([O-:3])=[O:2]. Product: [N+:19]([C:9]1[CH:10]=[C:11]([S:13]([F:18])([F:14])([F:15])([F:16])[F:17])[CH:12]=[C:4]([N+:1]([O-:3])=[O:2])[CH:5]=1)([O-:21])=[O:20]. The catalyst class is: 6.